Dataset: Forward reaction prediction with 1.9M reactions from USPTO patents (1976-2016). Task: Predict the product of the given reaction. (1) Given the reactants [I:1][C:2]1[CH:7]=[CH:6][C:5](/[C:8](/[C:12]2[CH:17]=[CH:16][C:15]([CH3:18])=[CH:14][CH:13]=2)=[CH:9]\[CH2:10][OH:11])=[CH:4][CH:3]=1.[CH3:19][C:20]1[CH:30]=[C:29](OC/C=C(/C2C=CC(C#CCN3CCOCC3)=CC=2)\C2C=CC=CC=2)[CH:28]=[CH:27][C:21]=1[O:22][CH2:23][C:24]([OH:26])=[O:25].[C:56]1(P(C2C=CC=CC=2)C2C=CC=CC=2)C=CC=CC=1.N(C(OC(C)C)=O)=NC(OC(C)C)=O, predict the reaction product. The product is: [I:1][C:2]1[CH:3]=[CH:4][C:5](/[C:8](/[C:12]2[CH:13]=[CH:14][C:15]([CH3:18])=[CH:16][CH:17]=2)=[CH:9]\[CH2:10][O:11][C:29]2[CH:28]=[CH:27][C:21]([O:22][CH2:23][C:24]([O:26][CH3:56])=[O:25])=[C:20]([CH3:19])[CH:30]=2)=[CH:6][CH:7]=1. (2) Given the reactants [Cl:1][C:2]1[CH:3]=[CH:4][C:5]2[S:9][C:8]([N:10]3[C:14](=[O:15])[CH:13]=[C:12]([C:16]4[CH:21]=[CH:20][CH:19]=[CH:18][CH:17]=4)[NH:11]3)=[N:7][C:6]=2[CH:22]=1.CO[CH:25](OC)[N:26]([CH3:28])[CH3:27].CCOCC, predict the reaction product. The product is: [Cl:1][C:2]1[CH:3]=[CH:4][C:5]2[S:9][C:8]([N:10]3[C:14](=[O:15])[C:13](=[CH:25][N:26]([CH3:28])[CH3:27])[C:12]([C:16]4[CH:21]=[CH:20][CH:19]=[CH:18][CH:17]=4)=[N:11]3)=[N:7][C:6]=2[CH:22]=1. (3) Given the reactants [NH2:1][C:2]1[CH:7]=[CH:6][C:5]([N:8]2[CH2:13][CH2:12][N:11]([C:14]([O:16][C:17]([CH3:20])([CH3:19])[CH3:18])=[O:15])[CH2:10][CH2:9]2)=[CH:4][CH:3]=1.[F:21][C:22]1[CH:27]=[C:26]([N+:28]([O-:30])=[O:29])[C:25](F)=[CH:24][C:23]=1[O:32][CH3:33], predict the reaction product. The product is: [F:21][C:22]1[C:23]([O:32][CH3:33])=[CH:24][C:25]([NH:1][C:2]2[CH:7]=[CH:6][C:5]([N:8]3[CH2:13][CH2:12][N:11]([C:14]([O:16][C:17]([CH3:20])([CH3:19])[CH3:18])=[O:15])[CH2:10][CH2:9]3)=[CH:4][CH:3]=2)=[C:26]([N+:28]([O-:30])=[O:29])[CH:27]=1. (4) Given the reactants [CH2:1](Br)[C:2]1[CH:7]=[CH:6][CH:5]=[CH:4][CH:3]=1.[C:9]([O:13][C:14]([NH:16][NH:17][C:18]([CH2:20][C:21]1[C:30]2[C:25](=[CH:26][C:27]([OH:31])=[CH:28][CH:29]=2)[O:24][C:23](=[O:32])[CH:22]=1)=[O:19])=[O:15])([CH3:12])([CH3:11])[CH3:10].C([O-])([O-])=O.[K+].[K+], predict the reaction product. The product is: [C:9]([O:13][C:14]([NH:16][NH:17][C:18]([CH2:20][C:21]1[C:30]2[C:25](=[CH:26][C:27]([O:31][CH2:1][C:2]3[CH:7]=[CH:6][CH:5]=[CH:4][CH:3]=3)=[CH:28][CH:29]=2)[O:24][C:23](=[O:32])[CH:22]=1)=[O:19])=[O:15])([CH3:12])([CH3:10])[CH3:11]. (5) Given the reactants Br[CH2:2][CH2:3][O:4][C:5]1[CH:10]=[CH:9][CH:8]=[CH:7][C:6]=1[C:11]1[N:12]=[C:13]([C:16]([F:19])([F:18])[F:17])[S:14][CH:15]=1.[NH2:20][CH2:21][CH2:22][OH:23], predict the reaction product. The product is: [F:17][C:16]([F:19])([F:18])[C:13]1[S:14][CH:15]=[C:11]([C:6]2[CH:7]=[CH:8][CH:9]=[CH:10][C:5]=2[O:4][CH2:3][CH2:2][NH:20][CH2:21][CH2:22][OH:23])[N:12]=1.